Dataset: Catalyst prediction with 721,799 reactions and 888 catalyst types from USPTO. Task: Predict which catalyst facilitates the given reaction. (1) Reactant: [NH2:1][C:2]1[C:3]([C:13]([C:15]2[CH:20]=[CH:19][CH:18]=[CH:17][CH:16]=2)=O)=[CH:4][C:5]2[O:9][C:8]([F:11])([F:10])[O:7][C:6]=2[CH:12]=1.[F:21][C:22]([F:30])([F:29])[C:23](=[O:28])[CH2:24][C:25](=O)[CH3:26].C(O)(C)C. Product: [F:10][C:8]1([F:11])[O:9][C:5]2=[CH:4][C:3]3[C:13]([C:15]4[CH:20]=[CH:19][CH:18]=[CH:17][CH:16]=4)=[C:24]([C:23](=[O:28])[C:22]([F:30])([F:29])[F:21])[C:25]([CH3:26])=[N:1][C:2]=3[CH:12]=[C:6]2[O:7]1. The catalyst class is: 644. (2) Reactant: Br.[Br:2][CH2:3][CH2:4][CH2:5][NH2:6].[O:7](C(OC(C)(C)C)=O)[C:8]([O:10][C:11]([CH3:14])([CH3:13])[CH3:12])=O.C([O-])([O-])=O.[K+].[K+]. Product: [Br:2][CH2:3][CH2:4][CH2:5][NH:6][C:8](=[O:7])[O:10][C:11]([CH3:14])([CH3:13])[CH3:12]. The catalyst class is: 8. (3) Reactant: [Br:1][C:2]1[CH:3]=[C:4]([NH2:8])[CH:5]=[N:6][CH:7]=1.C(O)C.[F:12][C:13]1[CH:18]=[CH:17][C:16]([S:19](Cl)(=[O:21])=[O:20])=[CH:15][CH:14]=1. Product: [Br:1][C:2]1[CH:3]=[C:4]([NH:8][S:19]([C:16]2[CH:17]=[CH:18][C:13]([F:12])=[CH:14][CH:15]=2)(=[O:21])=[O:20])[CH:5]=[N:6][CH:7]=1. The catalyst class is: 326. (4) Reactant: [CH3:1][O:2][C:3]1[C:12]2[C:7](=[CH:8][CH:9]=[CH:10][CH:11]=2)[C:6]([O:13][C:14]2[CH:19]=[CH:18][C:17]([N+:20]([O-])=O)=[CH:16][CH:15]=2)=[CH:5][CH:4]=1. Product: [CH3:1][O:2][C:3]1[C:12]2[C:7](=[CH:8][CH:9]=[CH:10][CH:11]=2)[C:6]([O:13][C:14]2[CH:15]=[CH:16][C:17]([NH2:20])=[CH:18][CH:19]=2)=[CH:5][CH:4]=1. The catalyst class is: 99. (5) Reactant: [CH:1]([C:3]1[S:4][C:5]([C:8]([O:10][CH2:11][CH3:12])=[O:9])=[CH:6][N:7]=1)=[CH2:2].C(OCC)(=O)C.[H][H]. Product: [CH2:1]([C:3]1[S:4][C:5]([C:8]([O:10][CH2:11][CH3:12])=[O:9])=[CH:6][N:7]=1)[CH3:2]. The catalyst class is: 19. (6) Reactant: [CH3:13][C:12]([O:11][C:9](O[C:9]([O:11][C:12]([CH3:15])([CH3:14])[CH3:13])=[O:10])=[O:10])([CH3:15])[CH3:14].[O:16]1[CH2:20][CH2:19][O:18][CH:17]1[CH2:21][C:22]1([CH2:31][NH2:32])[C:30]2[C:25](=[CH:26][CH:27]=[CH:28][CH:29]=2)[CH2:24][CH2:23]1.C(N(CC)CC)C. Product: [O:16]1[CH2:20][CH2:19][O:18][CH:17]1[CH2:21][C:22]1([CH2:31][NH:32][C:9](=[O:10])[O:11][C:12]([CH3:13])([CH3:14])[CH3:15])[C:30]2[C:25](=[CH:26][CH:27]=[CH:28][CH:29]=2)[CH2:24][CH2:23]1. The catalyst class is: 1. (7) Reactant: [C-:1]#[N:2].[Na+].O[CH2:5][CH2:6][C:7]1[CH:12]=[CH:11][C:10]([CH2:13][CH2:14][O:15]S(C2C=CC(C)=CC=2)(=O)=O)=[CH:9][CH:8]=1. Product: [OH:15][CH2:14][CH2:13][C:10]1[CH:9]=[CH:8][C:7]([CH2:6][CH2:5][C:1]#[N:2])=[CH:12][CH:11]=1. The catalyst class is: 16. (8) Reactant: [OH:1][C:2]1[CH:7]=[C:6]([CH3:8])O[C:4](=[O:9])[CH:3]=1.[NH2:10][CH2:11][C:12]1[CH:17]=[CH:16][CH:15]=[CH:14][N:13]=1. Product: [OH:1][C:2]1[CH:7]=[C:6]([CH3:8])[N:10]([CH2:11][C:12]2[CH:17]=[CH:16][CH:15]=[CH:14][N:13]=2)[C:4](=[O:9])[CH:3]=1. The catalyst class is: 6. (9) Reactant: [CH2:1]([C@@H:8]1[CH2:19][N:18]2[C:10]([C:11]3[NH:12][C:13]([CH:21]4[CH2:25][CH2:24][CH2:23][CH2:22]4)=[N:14][C:15]=3[N:16]=[C:17]2Cl)=[N:9]1)[C:2]1[CH:7]=[CH:6][CH:5]=[CH:4][CH:3]=1.[CH2:26]([Mg]Br)[CH3:27].O.C(OCC)(=O)C. Product: [CH2:1]([C@@H:8]1[CH2:19][N:18]2[C:10]([C:11]3[NH:12][C:13]([CH:21]4[CH2:25][CH2:24][CH2:23][CH2:22]4)=[N:14][C:15]=3[N:16]=[C:17]2[CH2:26][CH3:27])=[N:9]1)[C:2]1[CH:7]=[CH:6][CH:5]=[CH:4][CH:3]=1. The catalyst class is: 7. (10) The catalyst class is: 3. Reactant: Cl.OC1O[C@H](CO)[C@@H](O)[C@H](O)[C@H]1N.CCN(C(C)C)C(C)C.C1CN([P+]([O:39][N:40]2[N:48]=[N:47][C:42]3[CH:43]=[CH:44][CH:45]=[CH:46][C:41]2=3)(N2CCCC2)N2CCCC2)CC1.F[P-](F)(F)(F)(F)F. Product: [OH:39][N:40]1[C:41]2[CH:46]=[CH:45][CH:44]=[CH:43][C:42]=2[N:47]=[N:48]1.